The task is: Predict the product of the given reaction.. This data is from Forward reaction prediction with 1.9M reactions from USPTO patents (1976-2016). The product is: [OH:34][C:31]1([CH2:35][CH2:36][N:37]2[CH2:42][CH2:41][C@H:40]([OH:43])[C@@H:39]([CH3:44])[CH2:38]2)[CH2:32][CH2:33][CH:28]([NH:27][C:22]([C:16]2[NH:17][C:18]3[C:14]([CH:15]=2)=[C:13]([O:12][CH2:11][CH2:10][C:7]2[C:6]4[CH:25]=[CH:26][C:3]([O:2][CH3:1])=[CH:4][C:5]=4[O:9][CH:8]=2)[CH:21]=[CH:20][CH:19]=3)=[O:24])[CH2:29][CH2:30]1. Given the reactants [CH3:1][O:2][C:3]1[CH:26]=[CH:25][C:6]2[C:7]([CH2:10][CH2:11][O:12][C:13]3[CH:21]=[CH:20][CH:19]=[C:18]4[C:14]=3[CH:15]=[C:16]([C:22]([OH:24])=O)[NH:17]4)=[CH:8][O:9][C:5]=2[CH:4]=1.[NH2:27][CH:28]1[CH2:33][CH2:32][C:31]([CH2:35][CH2:36][N:37]2[CH2:42][CH2:41][C@H:40]([OH:43])[C@@H:39]([CH3:44])[CH2:38]2)([OH:34])[CH2:30][CH2:29]1, predict the reaction product.